This data is from Full USPTO retrosynthesis dataset with 1.9M reactions from patents (1976-2016). The task is: Predict the reactants needed to synthesize the given product. (1) Given the product [CH3:34][O:35][C:36]([C:38]1[CH:47]=[C:46]([C:48]#[C:49][CH:50]([NH2:54])[C:51](=[O:53])[CH3:52])[C:45]2[C:40](=[C:41]([NH2:55])[CH:42]=[CH:43][CH:44]=2)[N:39]=1)=[O:37], predict the reactants needed to synthesize it. The reactants are: COC(C1C=C(NS(C2C=CC(C)=CC=2)(=O)=O)C2C(=C(OCC3C=CC=CC=3)C=CC=2)N=1)=O.[CH3:34][O:35][C:36]([C:38]1[CH:47]=[C:46]([C:48]#[C:49][CH:50]([NH2:54])[C:51](=[O:53])[CH3:52])[C:45]2[C:40](=[C:41]([N+:55]([O-])=O)[CH:42]=[CH:43][CH:44]=2)[N:39]=1)=[O:37]. (2) The reactants are: [K].[CH2:2]([NH:9][C:10]([C:12]1[C:21](=[O:22])[C:20]2[C:15](=[CH:16][CH:17]=[C:18]([O:23][CH2:24][CH3:25])[N:19]=2)[NH:14][CH:13]=1)=[O:11])[C:3]1[CH:8]=[CH:7][CH:6]=[CH:5][CH:4]=1.Cl. Given the product [CH2:2]([NH:9][C:10]([C:12]1[C:21](=[O:22])[C:20]2[C:15](=[CH:16][CH:17]=[C:18]([O:23][CH2:24][CH3:25])[N:19]=2)[NH:14][CH:13]=1)=[O:11])[C:3]1[CH:8]=[CH:7][CH:6]=[CH:5][CH:4]=1, predict the reactants needed to synthesize it. (3) The reactants are: [O:1]=[C:2]1[C:10](=[O:11])[C:9]2[C:4](=[CH:5][CH:6]=[C:7]([S:12][CH2:13][CH2:14][CH2:15][C:16]3[CH:26]=[CH:25][C:19]([C:20]([O:22]CC)=[O:21])=[CH:18][CH:17]=3)[CH:8]=2)[N:3]1[CH2:27][CH2:28][CH2:29][CH2:30][CH3:31].C(=O)([O-])[O-].[K+].[K+]. Given the product [O:1]=[C:2]1[C:10](=[O:11])[C:9]2[C:4](=[CH:5][CH:6]=[C:7]([S:12][CH2:13][CH2:14][CH2:15][C:16]3[CH:17]=[CH:18][C:19]([C:20]([OH:22])=[O:21])=[CH:25][CH:26]=3)[CH:8]=2)[N:3]1[CH2:27][CH2:28][CH2:29][CH2:30][CH3:31], predict the reactants needed to synthesize it. (4) Given the product [CH3:39][O:43][N:44]([CH3:45])[C:3]([C:5]1[CH:6]=[CH:7][C:8]2[N:9]([C:11]([CH:14]([C:16]3[CH:17]=[C:18]4[C:23](=[CH:24][CH:25]=3)[N:22]=[CH:21][C:20]([Br:26])=[CH:19]4)[CH3:15])=[N:12][N:13]=2)[N:10]=1)=[O:4], predict the reactants needed to synthesize it. The reactants are: CO[C:3]([C:5]1[CH:6]=[CH:7][C:8]2[N:9]([C:11]([CH:14]([C:16]3[CH:17]=[C:18]4[C:23](=[CH:24][CH:25]=3)[N:22]=[CH:21][C:20]([Br:26])=[CH:19]4)[CH3:15])=[N:12][N:13]=2)[N:10]=1)=[O:4].[Li+].[OH-].CN1CCOCC1.CN([C:39]([O:43][N:44]1N=NC2C=CC=N[C:45]1=2)=[N+](C)C)C.F[P-](F)(F)(F)(F)F. (5) Given the product [Br:1][C:2]1[C:6]([N+:7]([O-:9])=[O:8])=[C:5]([NH:16][CH2:17][CH:18]([OH:20])[CH3:19])[N:4]([CH2:11][CH3:12])[N:3]=1, predict the reactants needed to synthesize it. The reactants are: [Br:1][C:2]1[C:6]([N+:7]([O-:9])=[O:8])=[C:5](Br)[N:4]([CH2:11][CH3:12])[N:3]=1.CCO.[NH2:16][CH2:17][CH:18]([OH:20])[CH3:19]. (6) Given the product [CH3:55][CH2:64][O:65][C:3]1[CH:2]=[CH:1][C:6]([C:7]2[NH:15][C:14]3[CH:13]=[C:12]([C:16]4[NH:17][C:31]5[CH:30]=[C:29]([N:26]6[CH2:25][CH2:24][N:23]([CH3:22])[CH2:28][CH2:27]6)[CH:34]=[CH:33][C:32]=5[N:18]=4)[CH:11]=[CH:10][C:9]=3[N:214]=2)=[CH:5][CH:4]=1, predict the reactants needed to synthesize it. The reactants are: [CH:1]1[C:6]([C:7]2[NH:15][C:14]3[CH:13]=[C:12]([C:16]([NH2:18])=[NH:17])[CH:11]=[CH:10][C:9]=3C=2)=[CH:5][CH:4]=[C:3](C(N)=N)[CH:2]=1.[CH3:22][N:23]1[CH2:28][CH2:27][N:26]([C:29]2[CH:30]=[CH:31][C:32]3NC(C4C=CC5NC(C6C=CC(O)=CC=6)=NC=5C=4)=N[C:33]=3[CH:34]=2)[CH2:25][CH2:24]1.C[C:55]1C(O[C@@H]2O[C@H](C)[C@H](OC(C)=O)[C@H](O[C@H]3O[C@H](C)[C@H](OC)[C@H](O)C3)C2)=CC2C([C:64]=1[OH:65])=C(O)C1C([C@@H](O[C@@H]3O[C@H](C)[C@@H](O)[C@H](O[C@@H]4O[C@H](C)[C@@H](O)[C@H](O[C@@H]5O[C@@H](C)[C@H](OC(C)=O)[C@](O)(C)C5)C4)C3)[C@H]([C@H](OC)C([C@@H](O)[C@H](O)C)=O)CC=1C=2)=O.CC1C(O[C@@H]2O[C@H](C)[C@@H](O)[C@H](O[C@H]3O[C@H](C)[C@@H](O)[C@H](O)C3)C2)=CC2C(C=1O)=C(O)C1C([C@@H](O[C@@H]3O[C@H](C)[C@@H](O)[C@H](O[C@H]4O[C@H](C)[C@H](O[C@H]5O[C@H](C)[C@@H](O)[C@](O)(C)C5)[C@H](O)C4)C3)[C@H]([C@H](OC)C([C@@H](O)[C@H](O)C)=O)CC=1C=2)=O.C[N:214]1C2C(O/C/1=C/C1C3C(=CC=CC=3)[N+](CCC[N+](CCC[N+](CCC[N+]3C4C(=CC=CC=4)C(/C=C4/N(C)C5C(O/4)=CC=CC=5)=CC=3)(C)C)(C)C)=CC=1)=CC=CC=2.[I-].[I-].[I-].[I-].CC[N+]1C(C2C=CC=CC=2)=C2C(C=CC(N)=C2)=C2C=1C=C(N)C=C2.[Br-].CN(C1C=CC2C=C3C(=NC=2C=1)C=C(N(C)C)C=C3)C.CN1C2C(=CC=CC=2)S/C/1=C\C1C2C(=CC=CC=2)[N+](CCC[N+](C)(C)CCC[N+](C)(C)CCC[N+]2C3C(=CC=CC=3)C(/C=C3\SC4C(N\3C)=CC=CC=4)=CC=2)=CC=1.[I-].[I-].[I-].[I-].CC1C=CC(S([O-])(=O)=O)=CC=1.CN1C2C(S/C/1=C\C1C3C(=CC=CC=3)[N+](C)=CC=1)=CC=CC=2.CC[N+](CCC[N+]1C(C2C=CC=CC=2)=C2C(C=CC(N)=C2)=C2C=1C=C(N)C=C2)(CC)C.[I-].[I-].CC1OC(=O)C(C(C)C)N(C)C(=O)CN(C)C(=O)C2N(CCC2)C(=O)C(C(C)C)NC(=O)C1NC(C1C2N=C3C(OC=2C(C)=C(N)C=1)=C(C)C(=O)C(N)=C3C(NC1C(=O)NC(C(C)C)C(=O)N2C(CCC2)C(=O)N(C)CC(=O)N(C)C(C(C)C)C(=O)OC1C)=O)=O. (7) The reactants are: [Cl:1][C:2]1[CH:3]=[N+:4]([O-:44])[CH:5]=[C:6]([Cl:43])[C:7]=1[CH2:8][C@@H:9]([C:28]1[CH:33]=[CH:32][C:31]([O:34][CH:35]([F:37])[F:36])=[C:30]([O:38][CH2:39][CH:40]2[CH2:42][CH2:41]2)[CH:29]=1)[O:10][C:11]([C@H:13]1[N:17]([C:18](=[O:27])[C:19]2[CH:24]=[CH:23][CH:22]=[C:21]([CH:25]=O)[CH:20]=2)[CH2:16][CH2:15][S:14]1)=[O:12].[NH2:45][C:46]1[CH:51]=[CH:50][CH:49]=[CH:48][CH:47]=1.C(O)(=O)C.C(O[BH-](OC(=O)C)OC(=O)C)(=O)C.[Na+]. Given the product [Cl:1][C:2]1[CH:3]=[N+:4]([O-:44])[CH:5]=[C:6]([Cl:43])[C:7]=1[CH2:8][C@@H:9]([C:28]1[CH:33]=[CH:32][C:31]([O:34][CH:35]([F:37])[F:36])=[C:30]([O:38][CH2:39][CH:40]2[CH2:42][CH2:41]2)[CH:29]=1)[O:10][C:11]([C@H:13]1[N:17]([C:18](=[O:27])[C:19]2[CH:24]=[CH:23][CH:22]=[C:21]([CH2:25][NH:45][C:46]3[CH:51]=[CH:50][CH:49]=[CH:48][CH:47]=3)[CH:20]=2)[CH2:16][CH2:15][S:14]1)=[O:12], predict the reactants needed to synthesize it.